Predict the reactants needed to synthesize the given product. From a dataset of Full USPTO retrosynthesis dataset with 1.9M reactions from patents (1976-2016). Given the product [CH2:1]([N:8]1[CH2:13][CH2:12][N:11]([C:14]([O:16][C:17]([CH3:20])([CH3:19])[CH3:18])=[O:15])[CH2:10][C@H:9]1[CH2:21][O:31][C:26]1[CH:27]=[CH:28][CH:29]=[CH:30][C:25]=1[C:23]#[N:24])[C:2]1[CH:7]=[CH:6][CH:5]=[CH:4][CH:3]=1, predict the reactants needed to synthesize it. The reactants are: [CH2:1]([N:8]1[CH2:13][CH2:12][N:11]([C:14]([O:16][C:17]([CH3:20])([CH3:19])[CH3:18])=[O:15])[CH2:10][C@H:9]1[CH2:21]Br)[C:2]1[CH:7]=[CH:6][CH:5]=[CH:4][CH:3]=1.[C:23]([C:25]1[CH:30]=[CH:29][CH:28]=[CH:27][C:26]=1[OH:31])#[N:24].CN(C=O)C.